This data is from Catalyst prediction with 721,799 reactions and 888 catalyst types from USPTO. The task is: Predict which catalyst facilitates the given reaction. (1) Reactant: [CH3:1][C:2]1[CH:3]=[N:4][C:5]([NH:8][CH2:9][CH:10]2[CH2:15][CH2:14][NH:13][CH2:12][CH2:11]2)=[N:6][CH:7]=1.[C:16]1([C@@H:22]2[CH2:24][C@H:23]2[C:25](O)=[O:26])[CH:21]=[CH:20][CH:19]=[CH:18][CH:17]=1.C(Cl)CCl.C1C=CC2N(O)N=NC=2C=1. Product: [CH3:1][C:2]1[CH:7]=[N:6][C:5]([NH:8][CH2:9][CH:10]2[CH2:15][CH2:14][N:13]([C:25]([C@@H:23]3[CH2:24][C@H:22]3[C:16]3[CH:21]=[CH:20][CH:19]=[CH:18][CH:17]=3)=[O:26])[CH2:12][CH2:11]2)=[N:4][CH:3]=1. The catalyst class is: 39. (2) Reactant: [C:1]1(=[O:11])[NH:5][C:4](=[O:6])[C:3]2=[CH:7][CH:8]=[CH:9][CH:10]=[C:2]12.[K].[I:13][C:14]1[CH:19]=[CH:18][C:17]([CH2:20][CH2:21][CH:22]([O:38][CH2:39][C:40]2[CH:45]=[CH:44][C:43]([O:46][CH3:47])=[CH:42][CH:41]=2)[CH:23]([CH2:31][CH2:32]OS(C)(=O)=O)[C:24]([O:26][C:27]([CH3:30])([CH3:29])[CH3:28])=[O:25])=[CH:16][CH:15]=1. Product: [O:6]=[C:4]1[C:3]2[C:2](=[CH:10][CH:9]=[CH:8][CH:7]=2)[C:1](=[O:11])[N:5]1[CH2:32][CH2:31][CH:23]([CH:22]([O:38][CH2:39][C:40]1[CH:45]=[CH:44][C:43]([O:46][CH3:47])=[CH:42][CH:41]=1)[CH2:21][CH2:20][C:17]1[CH:18]=[CH:19][C:14]([I:13])=[CH:15][CH:16]=1)[C:24]([O:26][C:27]([CH3:30])([CH3:29])[CH3:28])=[O:25]. The catalyst class is: 9.